Dataset: Forward reaction prediction with 1.9M reactions from USPTO patents (1976-2016). Task: Predict the product of the given reaction. (1) Given the reactants [Si]([O:18][CH2:19][C@:20]12[CH2:55][CH2:54][C@@H:53]([C:56]([CH3:58])=[CH2:57])[C@@H:21]1[C@@H:22]1[C@@:35]([CH3:38])([CH2:36][CH2:37]2)[C@@:34]2([CH3:39])[C@@H:25]([C@:26]3([CH3:52])[C@@H:31]([CH2:32][CH2:33]2)[C:30]([CH3:41])([CH3:40])[C:29]([C:42]2[CH:51]=[CH:50][C:45]([C:46]([O:48][CH3:49])=[O:47])=[CH:44][CH:43]=2)=[CH:28][CH2:27]3)[CH2:24][CH2:23]1)(C(C)(C)C)(C1C=CC=CC=1)C1C=CC=CC=1.[F-].C([N+](CCCC)(CCCC)CCCC)CCC, predict the reaction product. The product is: [OH:18][CH2:19][C@:20]12[CH2:55][CH2:54][C@@H:53]([C:56]([CH3:58])=[CH2:57])[C@@H:21]1[C@@H:22]1[C@@:35]([CH3:38])([CH2:36][CH2:37]2)[C@@:34]2([CH3:39])[C@@H:25]([C@:26]3([CH3:52])[C@@H:31]([CH2:32][CH2:33]2)[C:30]([CH3:41])([CH3:40])[C:29]([C:42]2[CH:51]=[CH:50][C:45]([C:46]([O:48][CH3:49])=[O:47])=[CH:44][CH:43]=2)=[CH:28][CH2:27]3)[CH2:24][CH2:23]1. (2) Given the reactants Cl[C:2]1[N:3]=[CH:4][C:5]([O:11][CH3:12])=[C:6]2[CH:10]=[CH:9][NH:8][C:7]=12.[NH:13]1[CH:17]=[N:16][C:15]([C:18]#[N:19])=[N:14]1, predict the reaction product. The product is: [CH3:12][O:11][C:5]1[CH:4]=[N:3][C:2]([N:13]2[CH:17]=[N:16][C:15]([C:18]#[N:19])=[N:14]2)=[C:7]2[NH:8][CH:9]=[CH:10][C:6]=12. (3) Given the reactants [CH:1]1([C:4]2[C:5]([C:34]3[C:42]4[C:37](=[CH:38][CH:39]=[CH:40][CH:41]=4)[N:36](S(C4C=CC=CC=4)(=O)=O)[CH:35]=3)=[N:6][C:7]([NH:10][C@@H:11]3[CH2:16][CH2:15][CH2:14][C@H:13]([NH:17][C:18]([C:20]4[CH:25]=[CH:24][C:23]([NH:26][C:27](=[O:33])[O:28][C:29]([CH3:32])([CH3:31])[CH3:30])=[CH:22][CH:21]=4)=[O:19])[CH2:12]3)=[N:8][CH:9]=2)[CH2:3][CH2:2]1.[OH-].[Na+], predict the reaction product. The product is: [CH:1]1([C:4]2[C:5]([C:34]3[C:42]4[C:37](=[CH:38][CH:39]=[CH:40][CH:41]=4)[NH:36][CH:35]=3)=[N:6][C:7]([NH:10][C@@H:11]3[CH2:16][CH2:15][CH2:14][C@H:13]([NH:17][C:18]([C:20]4[CH:21]=[CH:22][C:23]([NH:26][C:27](=[O:33])[O:28][C:29]([CH3:30])([CH3:31])[CH3:32])=[CH:24][CH:25]=4)=[O:19])[CH2:12]3)=[N:8][CH:9]=2)[CH2:2][CH2:3]1. (4) Given the reactants [NH2:1][C:2]1[CH:3]=[CH:4][C:5]([C:8]([NH:10]O)=[NH:9])=[N:6][CH:7]=1.[C:12]([C:18]([O:20][CH3:21])=[O:19])#[C:13][C:14](OC)=[O:15].C[OH:23], predict the reaction product. The product is: [NH2:1][C:2]1[CH:3]=[CH:4][C:5]([C:8]2[N:10]=[C:12]([C:18]([O:20][CH3:21])=[O:19])[C:13]([OH:23])=[C:14]([OH:15])[N:9]=2)=[N:6][CH:7]=1. (5) Given the reactants [OH:1][CH:2]1[CH:7]([OH:8])[CH2:6][CH2:5][N:4]([C:9]([O:11][C:12]([CH3:15])([CH3:14])[CH3:13])=[O:10])[CH2:3]1.Cl[CH2:17][CH2:18]Cl, predict the reaction product. The product is: [O:8]1[CH:7]2[CH:2]([CH2:3][N:4]([C:9]([O:11][C:12]([CH3:15])([CH3:14])[CH3:13])=[O:10])[CH2:5][CH2:6]2)[O:1][CH2:18][CH2:17]1. (6) Given the reactants Br[C:2]1[CH:3]=[C:4]([N:10]2[CH2:15][CH2:14][O:13][CH2:12][CH2:11]2)[CH:5]=[CH:6][C:7]=1[O:8][CH3:9].[Cl:16][C:17]1[CH:18]=[C:19]2[C:23](=[CH:24][CH:25]=1)[NH:22][C:21](=[O:26])[C:20]2=[O:27], predict the reaction product. The product is: [Cl:16][C:17]1[CH:18]=[C:19]2[C:23](=[CH:24][CH:25]=1)[NH:22][C:21](=[O:26])[C:20]2([OH:27])[C:2]1[CH:3]=[C:4]([N:10]2[CH2:15][CH2:14][O:13][CH2:12][CH2:11]2)[CH:5]=[CH:6][C:7]=1[O:8][CH3:9]. (7) Given the reactants [Cl:1][C:2]1[C:3]([CH3:18])=[C:4]([NH:10][C@H:11]([C@H:15]([OH:17])[CH3:16])[C:12]([OH:14])=O)[CH:5]=[CH:6][C:7]=1[C:8]#[N:9].[Cl:19][C:20]1[CH:21]=[C:22]([CH:27]=[CH:28][C:29]=1[Cl:30])[C:23]([NH:25][NH2:26])=[O:24].ClC1C(CC)=C(N[C@H]([C@@H](O)C)C(NNC(=O)C2C=CC=CC=2)=O)C=CC=1C#N, predict the reaction product. The product is: [Cl:19][C:20]1[CH:21]=[C:22]([CH:27]=[CH:28][C:29]=1[Cl:30])[C:23]([NH:25][NH:26][C:12](=[O:14])[C@H:11]([NH:10][C:4]1[CH:5]=[CH:6][C:7]([C:8]#[N:9])=[C:2]([Cl:1])[C:3]=1[CH3:18])[C@H:15]([OH:17])[CH3:16])=[O:24]. (8) The product is: [C:35](/[C:36](/[CH3:37])=[C:26](\[O-:28])/[C:25]([O:32][CH2:33][CH3:34])=[O:31])#[N:38].[K+:6]. Given the reactants CC([O-])(C)C.[K+:6].C1OCCOCCOCCOCCOCCOC1.[C:25]([O:32][CH2:33][CH3:34])(=[O:31])[C:26]([O:28]CC)=O.[C:35](#[N:38])[CH2:36][CH3:37], predict the reaction product. (9) Given the reactants [CH2:1]([N:8]1[CH2:26][CH2:25][C:11]2[N:12]=[C:13]([C:17]3[CH:22]=[C:21]([Cl:23])[CH:20]=[C:19]([Cl:24])[CH:18]=3)[N:14]=[C:15]([OH:16])[C:10]=2[CH2:9]1)[C:2]1[CH:7]=[CH:6][CH:5]=[CH:4][CH:3]=1.Br[CH2:28][C:29]1[CH:38]=[CH:37][C:32]([C:33]([O:35]C)=[O:34])=[CH:31][CH:30]=1, predict the reaction product. The product is: [CH2:1]([N:8]1[CH2:26][CH2:25][C:11]2[N:12]=[C:13]([C:17]3[CH:18]=[C:19]([Cl:24])[CH:20]=[C:21]([Cl:23])[CH:22]=3)[N:14]=[C:15]([O:16][CH2:28][C:29]3[CH:38]=[CH:37][C:32]([C:33]([OH:35])=[O:34])=[CH:31][CH:30]=3)[C:10]=2[CH2:9]1)[C:2]1[CH:3]=[CH:4][CH:5]=[CH:6][CH:7]=1.